The task is: Predict the reaction yield, written as a fraction of the theoretical maximum amount of product (1.0 means a 100% yield; for example, 0.34 means a 34% yield).. This data is from Reaction yield outcomes from USPTO patents with 853,638 reactions. (1) The product is [CH3:1][C:2]1[CH:7]=[CH:6][C:5]([CH3:8])=[CH:4][C:3]=1[NH:9][C:10]1[N:15]2[N:16]=[CH:17][C:18]([C:19]([NH:42][S:39]([CH2:37][CH3:38])(=[O:41])=[O:40])=[O:20])=[C:14]2[N:13]=[CH:12][C:11]=1[C:22]([N:24]1[CH2:25][CH:26]=[C:27]([C:30]2[CH:31]=[CH:32][C:33]([F:36])=[CH:34][CH:35]=2)[CH2:28][CH2:29]1)=[O:23]. The reactants are [CH3:1][C:2]1[CH:7]=[CH:6][C:5]([CH3:8])=[CH:4][C:3]=1[NH:9][C:10]1[N:15]2[N:16]=[CH:17][C:18]([C:19](O)=[O:20])=[C:14]2[N:13]=[CH:12][C:11]=1[C:22]([N:24]1[CH2:29][CH:28]=[C:27]([C:30]2[CH:35]=[CH:34][C:33]([F:36])=[CH:32][CH:31]=2)[CH2:26][CH2:25]1)=[O:23].[CH2:37]([S:39]([NH2:42])(=[O:41])=[O:40])[CH3:38]. The yield is 0.390. No catalyst specified. (2) The reactants are [CH3:1][O:2][C:3]1[CH:12]=[CH:11][C:10]2[NH:9][C:8](=[O:13])[C:7]3[S:14][CH:15]=[CH:16][C:6]=3[C:5]=2[C:4]=1[C:17]1[CH:22]=[CH:21][C:20]([C@H:23]([CH3:34])[CH2:24][N:25]([CH3:33])[C:26](=[O:32])[O:27][C:28]([CH3:31])([CH3:30])[CH3:29])=[CH:19][CH:18]=1.C1C(=O)N([Br:42])C(=O)C1. No catalyst specified. The product is [Br:42][C:11]1[C:10]2[NH:9][C:8](=[O:13])[C:7]3[S:14][CH:15]=[CH:16][C:6]=3[C:5]=2[C:4]([C:17]2[CH:22]=[CH:21][C:20]([C@H:23]([CH3:34])[CH2:24][N:25]([CH3:33])[C:26](=[O:32])[O:27][C:28]([CH3:29])([CH3:30])[CH3:31])=[CH:19][CH:18]=2)=[C:3]([O:2][CH3:1])[CH:12]=1. The yield is 0.430. (3) The reactants are C(OC([NH:8][C:9]1([C@@H:12]2[CH2:16][CH2:15][NH:14][CH2:13]2)[CH2:11][CH2:10]1)=O)(C)(C)C.C(N(CC)CC)C.F[C:25]1[CH:26]=[CH:27][C:28]2[C:38](=[O:39])[C:37]([C:40]([OH:42])=[O:41])=[CH:36][N:30]3[C@@H:31]([CH3:35])[CH2:32][O:33][C:34]=1[C:29]=23. The catalyst is CS(C)=O. The product is [NH2:8][C:9]1([C@@H:12]2[CH2:16][CH2:15][N:14]([C:25]3[CH:26]=[CH:27][C:28]4[C:38](=[O:39])[C:37]([C:40]([OH:42])=[O:41])=[CH:36][N:30]5[C@@H:31]([CH3:35])[CH2:32][O:33][C:34]=3[C:29]=45)[CH2:13]2)[CH2:10][CH2:11]1. The yield is 0.365. (4) The reactants are [B:1]([C:4]1[CH:5]=[C:6]([CH:10]=[CH:11][CH:12]=1)[C:7]([OH:9])=O)([OH:3])[OH:2].CCN=C=NCCCN(C)C.[NH2:24][CH2:25][CH2:26][NH:27][C:28](=[O:54])[CH2:29][C@@H:30]1[N:36]=[C:35]([C:37]2[CH:42]=[CH:41][C:40]([Cl:43])=[CH:39][CH:38]=2)[C:34]2[CH:44]=[C:45]([O:48][CH3:49])[CH:46]=[CH:47][C:33]=2[N:32]2[C:50]([CH3:53])=[N:51][N:52]=[C:31]12.ClC1C=CC(C2C3C=C(OC)C=CC=3N3C(C)=NN=C3[C@H](CC(NCCNC(C3C=CC(B(O)O)=CC=3)=O)=O)N=2)=CC=1. The catalyst is C(Cl)Cl.CN(C1C=CN=CC=1)C. The product is [Cl:43][C:40]1[CH:41]=[CH:42][C:37]([C:35]2[C:34]3[CH:44]=[C:45]([O:48][CH3:49])[CH:46]=[CH:47][C:33]=3[N:32]3[C:50]([CH3:53])=[N:51][N:52]=[C:31]3[C@H:30]([CH2:29][C:28]([NH:27][CH2:26][CH2:25][NH:24][C:7]([C:6]3[CH:5]=[C:4]([B:1]([OH:2])[OH:3])[CH:12]=[CH:11][CH:10]=3)=[O:9])=[O:54])[N:36]=2)=[CH:38][CH:39]=1. The yield is 0.230. (5) The reactants are [I:1]I.[CH3:3][O:4][C:5]1[CH:21]=[CH:20][C:8]([CH2:9][N:10]2[C:14]3[N:15]=[CH:16][CH:17]=[C:18]([OH:19])[C:13]=3[CH:12]=[N:11]2)=[CH:7][CH:6]=1.C(=O)(O)[O-].[Na+].OS([O-])(=O)=O.[K+]. The catalyst is C(O)C. The product is [I:1][C:17]1[CH:16]=[N:15][C:14]2[N:10]([CH2:9][C:8]3[CH:7]=[CH:6][C:5]([O:4][CH3:3])=[CH:21][CH:20]=3)[N:11]=[CH:12][C:13]=2[C:18]=1[OH:19]. The yield is 0.940. (6) The reactants are Cl[C:2]1[CH:7]=[C:6]([C:8]2[CH:13]=[CH:12][C:11]([O:14][C:15]([F:18])([F:17])[F:16])=[CH:10][CH:9]=2)[N:5]=[CH:4][N:3]=1.[CH3:19][N:20](C=O)C. The catalyst is O.[C-]#N.[C-]#N.[Zn+2].C1C=CC([P]([Pd]([P](C2C=CC=CC=2)(C2C=CC=CC=2)C2C=CC=CC=2)([P](C2C=CC=CC=2)(C2C=CC=CC=2)C2C=CC=CC=2)[P](C2C=CC=CC=2)(C2C=CC=CC=2)C2C=CC=CC=2)(C2C=CC=CC=2)C2C=CC=CC=2)=CC=1. The product is [F:16][C:15]([F:18])([F:17])[O:14][C:11]1[CH:12]=[CH:13][C:8]([C:6]2[N:5]=[CH:4][N:3]=[C:2]([C:19]#[N:20])[CH:7]=2)=[CH:9][CH:10]=1. The yield is 0.400. (7) The reactants are [CH3:1][CH:2]([N:4]1[C:12](/[CH:13]=[CH:14]/[C@H:15]([OH:24])[CH2:16][C@H:17]([OH:23])[CH2:18][C:19]([O:21]C)=[O:20])=[C:11]([C:25]2[CH:30]=[CH:29][C:28]([F:31])=[CH:27][CH:26]=2)[C:10]2[C:5]1=[CH:6][CH:7]=[CH:8][CH:9]=2)[CH3:3].[OH-].[Na+:33].C(O)CCC. The catalyst is CC(C)=O. The product is [CH3:3][CH:2]([N:4]1[C:12](/[CH:13]=[CH:14]/[CH:15]([OH:24])[CH2:16][CH:17]([OH:23])[CH2:18][C:19]([O-:21])=[O:20])=[C:11]([C:25]2[CH:26]=[CH:27][C:28]([F:31])=[CH:29][CH:30]=2)[C:10]2[CH:9]=[CH:8][CH:7]=[CH:6][C:5]1=2)[CH3:1].[Na+:33]. The yield is 0.535. (8) The reactants are C1(C(C2C=CC=CC=2)=[N:8][C@H:9]([C:22]([O:24]C(C)(C)C)=O)[CH2:10][C:11]2[C:16]([N+:17]([O-])=[O:18])=[CH:15][CH:14]=[CH:13][C:12]=2[O:20][CH3:21])C=CC=CC=1.C1(C(C2C=CC=CC=2)=NCC(OC(C)(C)C)=O)C=CC=CC=1.BrCC1C([N+]([O-])=O)=CC=CC=1OC.C(Cl)[Cl:71]. The catalyst is C=CCO[C@H](C1C2C(=CC=CC=2)N=CC=1)[C@H]1[N+]2(CC3C4C(=CC=CC=4)C=C4C=3C=CC=C4)C[C@H](C=C)[C@@H](CC2)C1.[Br-]. The product is [ClH:71].[NH2:8][C@H:9]1[CH2:10][C:11]2[C:16](=[CH:15][CH:14]=[CH:13][C:12]=2[O:20][CH3:21])[N:17]([OH:18])[C:22]1=[O:24]. The yield is 0.870. (9) The reactants are Br[CH:2]1[CH2:8][CH2:7][N:6]([CH2:9][CH2:10][O:11][CH3:12])[C:5]2=[N:13][N:14]([CH2:16][C:17]3[CH:22]=[CH:21][C:20]([O:23][CH3:24])=[CH:19][CH:18]=3)[CH:15]=[C:4]2[C:3]1=O.[NH2:26][C:27]([NH2:29])=[S:28]. The catalyst is CCO.CC(C)=O. The product is [CH3:24][O:23][C:20]1[CH:21]=[CH:22][C:17]([CH2:16][N:14]2[CH:15]=[C:4]3[C:5]([N:6]([CH2:9][CH2:10][O:11][CH3:12])[CH2:7][CH2:8][C:2]4[S:28][C:27]([NH2:29])=[N:26][C:3]=43)=[N:13]2)=[CH:18][CH:19]=1. The yield is 0.680.